Dataset: Reaction yield outcomes from USPTO patents with 853,638 reactions. Task: Predict the reaction yield, written as a fraction of the theoretical maximum amount of product (1.0 means a 100% yield; for example, 0.34 means a 34% yield). (1) The yield is 0.483. The product is [CH2:39]([N:46]([CH2:47][CH2:48][OH:49])[C:16]1[C:17]2[CH2:23][N:22]([C:24]([O:26][C:27]([CH3:29])([CH3:28])[CH3:30])=[O:25])[CH2:21][CH2:20][C:18]=2[N:19]=[C:14]([NH:13][C:10]2[CH:9]=[CH:8][C:7]([N:3]3[CH:4]=[CH:5][N:6]=[C:2]3[CH3:1])=[CH:12][CH:11]=2)[N:15]=1)[C:40]1[CH:45]=[CH:44][CH:43]=[CH:42][CH:41]=1. The reactants are [CH3:1][C:2]1[N:3]([C:7]2[CH:12]=[CH:11][C:10]([NH:13][C:14]3[N:15]=[C:16](OS(C(F)(F)F)(=O)=O)[C:17]4[CH2:23][N:22]([C:24]([O:26][C:27]([CH3:30])([CH3:29])[CH3:28])=[O:25])[CH2:21][CH2:20][C:18]=4[N:19]=3)=[CH:9][CH:8]=2)[CH:4]=[CH:5][N:6]=1.[CH2:39]([NH:46][CH2:47][CH2:48][OH:49])[C:40]1[CH:45]=[CH:44][CH:43]=[CH:42][CH:41]=1. The catalyst is CN(C=O)C. (2) The product is [CH3:32][O:31][C:28]1[CH:27]=[CH:26][C:25]([N:4]2[C:5]3[C:6](=[O:24])[N:7]([C:11]4[CH:16]=[CH:15][C:14]([N:17]5[CH2:22][CH2:21][CH2:20][CH2:19][C:18]5=[O:23])=[CH:13][CH:12]=4)[CH2:8][CH2:9][C:10]=3[CH:2]=[N:3]2)=[CH:30][CH:29]=1. The reactants are Br[C:2]1[C:10]2[CH2:9][CH2:8][N:7]([C:11]3[CH:16]=[CH:15][C:14]([N:17]4[CH2:22][CH2:21][CH2:20][CH2:19][C:18]4=[O:23])=[CH:13][CH:12]=3)[C:6](=[O:24])[C:5]=2[N:4]([C:25]2[CH:30]=[CH:29][C:28]([O:31][CH3:32])=[CH:27][CH:26]=2)[N:3]=1.CNC.CC(C)([O-])C.[Na+].C1(P(C2CCCCC2)C2C=CC=CC=2C2C=CC=CC=2N(C)C)CCCCC1. The yield is 0.180. The catalyst is C1(C)C=CC=CC=1.O1CCOCC1. (3) The reactants are [I:1][C:2]1[CH:7]=[CH:6][C:5]([CH2:8][C:9]([OH:11])=[O:10])=[CH:4][CH:3]=1.Cl.[CH3:13]O. The catalyst is O1CCOCC1. The product is [I:1][C:2]1[CH:3]=[CH:4][C:5]([CH2:8][C:9]([O:11][CH3:13])=[O:10])=[CH:6][CH:7]=1. The yield is 0.980. (4) The reactants are [CH:1]1([C:4]([C:6]2[CH:11]=[CH:10][C:9]([CH2:12][C:13]([OH:15])=[O:14])=[CH:8][CH:7]=2)=[O:5])[CH2:3][CH2:2]1.[CH2:16](O)[CH3:17]. The catalyst is S(=O)(=O)(O)O. The product is [CH2:16]([O:14][C:13](=[O:15])[CH2:12][C:9]1[CH:10]=[CH:11][C:6]([C:4]([CH:1]2[CH2:2][CH2:3]2)=[O:5])=[CH:7][CH:8]=1)[CH3:17]. The yield is 0.880. (5) The reactants are [H-].[Al+3].[Li+].[H-].[H-].[H-].[CH3:7][O:8][C:9]1[CH:14]=[CH:13][C:12]([CH2:15][CH2:16][CH2:17][CH2:18][N:19]=[N+]=[N-])=[CH:11][CH:10]=1.O. The catalyst is C1COCC1. The product is [CH3:7][O:8][C:9]1[CH:14]=[CH:13][C:12]([CH2:15][CH2:16][CH2:17][CH2:18][NH2:19])=[CH:11][CH:10]=1. The yield is 0.940. (6) The reactants are [NH2:1][C:2]1[C:3]([C:9]([O:11][CH3:12])=[O:10])=[N:4][C:5]([Br:8])=[CH:6][N:7]=1.[C:13](O[C:13]([O:15][C:16]([CH3:19])([CH3:18])[CH3:17])=[O:14])([O:15][C:16]([CH3:19])([CH3:18])[CH3:17])=[O:14]. The catalyst is CN(C1C=CN=CC=1)C.ClCCl. The product is [C:16]([O:15][C:13]([N:1]([C:13]([O:15][C:16]([CH3:19])([CH3:18])[CH3:17])=[O:14])[C:2]1[C:3]([C:9]([O:11][CH3:12])=[O:10])=[N:4][C:5]([Br:8])=[CH:6][N:7]=1)=[O:14])([CH3:19])([CH3:18])[CH3:17]. The yield is 0.970.